This data is from Reaction yield outcomes from USPTO patents with 853,638 reactions. The task is: Predict the reaction yield, written as a fraction of the theoretical maximum amount of product (1.0 means a 100% yield; for example, 0.34 means a 34% yield). (1) The reactants are NC1N(C2C(F)=CC(OCCCCCCl)=CC=2F)CC=CC=1C(=O)C1C=CC(F)=CC=1.[NH2:32][C:33]1[N:38]([C:39]2[C:44]([F:45])=[CH:43][C:42]([O:46][CH2:47][CH2:48][CH2:49][CH2:50][CH2:51]Cl)=[CH:41][C:40]=2[F:53])[C:37](=[O:54])[CH:36]=[CH:35][C:34]=1[C:55](=[O:63])[C:56]1[CH:61]=[CH:60][C:59]([F:62])=[CH:58][CH:57]=1.[CH:64]1([O:69][C:70](=[O:77])[C@H:71]([CH2:73][CH:74]([CH3:76])[CH3:75])[NH2:72])[CH2:68][CH2:67][CH2:66][CH2:65]1.[I-].[Na+].C(N(CC)C(C)C)(C)C. The catalyst is CN(C=O)C.CCOC(C)=O. The product is [NH2:32][C:33]1[N:38]([C:39]2[C:44]([F:45])=[CH:43][C:42]([O:46][CH2:47][CH2:48][CH2:49][CH2:50][CH2:51][NH:72][C@H:71]([C:70]([O:69][CH:64]3[CH2:65][CH2:66][CH2:67][CH2:68]3)=[O:77])[CH2:73][CH:74]([CH3:76])[CH3:75])=[CH:41][C:40]=2[F:53])[C:37](=[O:54])[CH:36]=[CH:35][C:34]=1[C:55](=[O:63])[C:56]1[CH:61]=[CH:60][C:59]([F:62])=[CH:58][CH:57]=1. The yield is 0.480. (2) The reactants are [C:1]([O:5][C:6]([N:8]1[CH2:13][CH2:12][CH:11]([N:14]2[CH2:27][C:19]3[C:20]4[CH:21]=[N:22][NH:23][C:24]=4[CH:25]=[CH:26][C:18]=3[CH2:17][C@@H:16]([NH:28]C(OCC3C=CC=CC=3)=O)[C:15]2=[O:39])[CH2:10][CH2:9]1)=[O:7])([CH3:4])([CH3:3])[CH3:2].[C:40]([OH:43])(=[O:42])[CH3:41].[H][H]. The catalyst is [Pd].CO. The product is [C:40]([OH:43])(=[O:42])[CH3:41].[C:1]([O:5][C:6]([N:8]1[CH2:9][CH2:10][CH:11]([N:14]2[CH2:27][C:19]3[C:20]4[CH:21]=[N:22][NH:23][C:24]=4[CH:25]=[CH:26][C:18]=3[CH2:17][C@@H:16]([NH2:28])[C:15]2=[O:39])[CH2:12][CH2:13]1)=[O:7])([CH3:4])([CH3:2])[CH3:3]. The yield is 1.00. (3) The reactants are [CH3:1][N:2]1[C:6]2[NH:7][C:8](=[O:15])[C:9]3[CH2:10][CH2:11][CH2:12][CH2:13][C:14]=3[C:5]=2[C:4]([C@H:16]2[CH2:20][CH2:19][CH2:18][NH:17]2)=[N:3]1.[CH:21](=O)[CH2:22][CH3:23].C([BH3-])#N.[Na+]. The catalyst is CO. The product is [CH3:1][N:2]1[C:6]2[NH:7][C:8](=[O:15])[C:9]3[CH2:10][CH2:11][CH2:12][CH2:13][C:14]=3[C:5]=2[C:4]([C@H:16]2[CH2:20][CH2:19][CH2:18][N:17]2[CH2:21][CH2:22][CH3:23])=[N:3]1. The yield is 0.875. (4) The reactants are [F:1][C:2]([F:18])([F:17])[C:3]([N:5]1[CH2:11][CH2:10][C:9]2[CH:12]=[C:13]([OH:16])[CH:14]=[CH:15][C:8]=2[CH2:7][CH2:6]1)=[O:4].Cl[C:20]1[CH:28]=[CH:27][C:23]([C:24]([NH2:26])=[O:25])=[CH:22][N:21]=1.C([O-])([O-])=O.[K+].[K+].C1(C)C=CC=CC=1. The catalyst is CN(C=O)C. The product is [F:18][C:2]([F:1])([F:17])[C:3]([N:5]1[CH2:11][CH2:10][C:9]2[CH:12]=[C:13]([O:16][C:20]3[CH:28]=[CH:27][C:23]([C:24]([NH2:26])=[O:25])=[CH:22][N:21]=3)[CH:14]=[CH:15][C:8]=2[CH2:7][CH2:6]1)=[O:4]. The yield is 0.340. (5) The reactants are [F:1][C:2]1([F:33])[O:6][C:5]2[CH:7]=[CH:8][C:9]([C:11]3([C:14]([NH:16][C:17]4[N:22]=[C:21]([C:23]5[C:24]([CH3:31])=[N:25][C:26]([O:29]C)=[CH:27][CH:28]=5)[CH:20]=[C:19]([CH3:32])[CH:18]=4)=[O:15])[CH2:13][CH2:12]3)=[CH:10][C:4]=2[O:3]1.Cl. The catalyst is O1CCOCC1. The product is [F:33][C:2]1([F:1])[O:6][C:5]2[CH:7]=[CH:8][C:9]([C:11]3([C:14]([NH:16][C:17]4[CH:18]=[C:19]([CH3:32])[CH:20]=[C:21]([C:23]5[CH:28]=[CH:27][C:26](=[O:29])[NH:25][C:24]=5[CH3:31])[N:22]=4)=[O:15])[CH2:13][CH2:12]3)=[CH:10][C:4]=2[O:3]1. The yield is 0.200. (6) The reactants are [NH2:1][C:2]1[C:3](=[O:24])[NH:4][C:5]2[C:11]([O:12][C:13]3[C:22]4[C:17](=[CH:18][CH:19]=[CH:20][CH:21]=4)[C:16]([NH2:23])=[CH:15][CH:14]=3)=[CH:10][CH:9]=[N:8][C:6]=2[N:7]=1.[C:25]([C:29]1[CH:33]=[C:32]([N:34]=[C:35]=[O:36])[N:31]([C:37]2[CH:42]=[CH:41][CH:40]=[CH:39][CH:38]=2)[N:30]=1)([CH3:28])([CH3:27])[CH3:26]. No catalyst specified. The product is [NH2:1][C:2]1[C:3](=[O:24])[NH:4][C:5]2[C:11]([O:12][C:13]3[C:22]4[C:17](=[CH:18][CH:19]=[CH:20][CH:21]=4)[C:16]([NH:23][C:35]([NH:34][C:32]4[N:31]([C:37]5[CH:38]=[CH:39][CH:40]=[CH:41][CH:42]=5)[N:30]=[C:29]([C:25]([CH3:28])([CH3:27])[CH3:26])[CH:33]=4)=[O:36])=[CH:15][CH:14]=3)=[CH:10][CH:9]=[N:8][C:6]=2[N:7]=1. The yield is 0.440.